From a dataset of Forward reaction prediction with 1.9M reactions from USPTO patents (1976-2016). Predict the product of the given reaction. The product is: [CH3:35][O:34][C:27]1[CH:28]=[C:29]([CH2:31][O:32][CH3:33])[CH:30]=[C:25]([O:24][CH3:23])[C:26]=1[C:2]1[N:7]2[N:8]=[C:9]([CH2:19][O:20][CH3:21])[C:10]([NH:11][C:12](=[O:18])[O:13][C:14]([CH3:17])([CH3:16])[CH3:15])=[C:6]2[CH:5]=[CH:4][CH:3]=1. Given the reactants Br[C:2]1[N:7]2[N:8]=[C:9]([CH2:19][O:20][CH3:21])[C:10]([NH:11][C:12](=[O:18])[O:13][C:14]([CH3:17])([CH3:16])[CH3:15])=[C:6]2[CH:5]=[CH:4][CH:3]=1.O.[CH3:23][O:24][C:25]1[CH:30]=[C:29]([CH2:31][O:32][CH3:33])[CH:28]=[C:27]([O:34][CH3:35])[C:26]=1OB(O)O.O.O.O.O.O.O.O.O.[OH-].[Ba+2].[OH-], predict the reaction product.